From a dataset of Catalyst prediction with 721,799 reactions and 888 catalyst types from USPTO. Predict which catalyst facilitates the given reaction. (1) Reactant: [F:1][C:2]1[CH:7]=[CH:6][C:5]([C:8]#[C:9][C:10](=[O:24])[CH:11]([N:13]2[C:21](=[O:22])[C:20]3[C:15](=[CH:16][CH:17]=[CH:18][CH:19]=3)[C:14]2=[O:23])[CH3:12])=[CH:4][CH:3]=1.[I-].[NH2:26][N+:27]1[CH:32]=[CH:31][CH:30]=[CH:29][CH:28]=1.C1CCN2C(=NCCC2)CC1.[Cl-].[NH4+]. Product: [F:1][C:2]1[CH:7]=[CH:6][C:5]([C:8]2[C:9]([C:10](=[O:24])[CH:11]([N:13]3[C:21](=[O:22])[C:20]4[C:15](=[CH:16][CH:17]=[CH:18][CH:19]=4)[C:14]3=[O:23])[CH3:12])=[C:28]3[CH:29]=[CH:30][CH:31]=[CH:32][N:27]3[N:26]=2)=[CH:4][CH:3]=1. The catalyst class is: 115. (2) Reactant: CC(C)(OC([NH:7][C@H:8]([CH2:23][C:24]1[CH:29]=[CH:28][C:27]([F:30])=[C:26]([F:31])[CH:25]=1)[CH2:9][C:10]([N:12]1[CH2:17][CH2:16][N:15]2[C:18]([CH2:21][CH3:22])=[N:19][N:20]=[C:14]2[CH2:13]1)=[O:11])=O)C.[ClH:33]. Product: [ClH:33].[ClH:33].[NH2:7][C@H:8]([CH2:23][C:24]1[CH:29]=[CH:28][C:27]([F:30])=[C:26]([F:31])[CH:25]=1)[CH2:9][C:10]([N:12]1[CH2:17][CH2:16][N:15]2[C:18]([CH2:21][CH3:22])=[N:19][N:20]=[C:14]2[CH2:13]1)=[O:11]. The catalyst class is: 5.